Dataset: Reaction yield outcomes from USPTO patents with 853,638 reactions. Task: Predict the reaction yield, written as a fraction of the theoretical maximum amount of product (1.0 means a 100% yield; for example, 0.34 means a 34% yield). (1) The reactants are [CH3:1][O:2][C:3](=[O:15])[C:4]1[CH:9]=[C:8]([I:10])[CH:7]=[CH:6][C:5]=1[O:11][CH2:12][C:13]#[CH:14].Cl. The catalyst is CCN(C1C=CC=CC=1)CC. The product is [CH3:1][O:2][C:3]([C:4]1[CH:9]=[C:8]([I:10])[CH:7]=[C:6]2[C:5]=1[O:11][CH2:12][CH:13]=[CH:14]2)=[O:15]. The yield is 0.190. (2) The reactants are [CH3:1][C:2]([C:4]1[C:13]2[C:8](=[CH:9][CH:10]=[CH:11][CH:12]=2)[CH:7]=[CH:6][CH:5]=1)=O.[C:14]([NH:21][CH2:22][CH2:23][CH2:24][CH2:25]N)([O:16][C:17]([CH3:20])([CH3:19])[CH3:18])=[O:15].[BH3-]C#[N:29].[Na+]. The catalyst is C(#N)C.[Cl-].[Cl-].[Zn+2]. The product is [C:17]([O:16][C:14](=[O:15])[NH:21][CH2:22][CH:23]([NH:29][CH:2]([C:4]1[C:13]2[C:8](=[CH:9][CH:10]=[CH:11][CH:12]=2)[CH:7]=[CH:6][CH:5]=1)[CH3:1])[CH2:24][CH3:25])([CH3:20])([CH3:19])[CH3:18]. The yield is 0.800.